The task is: Binary Classification. Given a miRNA mature sequence and a target amino acid sequence, predict their likelihood of interaction.. This data is from Experimentally validated miRNA-target interactions with 360,000+ pairs, plus equal number of negative samples. (1) The miRNA is hsa-miR-221-3p with sequence AGCUACAUUGUCUGCUGGGUUUC. The protein sequence of the target gene is MMGHRPVLVLSQNTKRESGRKVQSGNINAAKTIADIIRTCLGPKSMMKMLLDPMGGIVMTNDGNAILREIQVQHPAAKSMIEISRTQDEEVGDGTTSVIILAGEMLSVAEHFLEQQMHPTVVISAYRKALDDMISTLKKISIPVDISDSDMMLNIINSSITTKAISRWSSLACNIALDAVKMVQFEENGRKEIDIKKYARVEKIPGGIIEDSCVLRGVMINKDVTHPRMRRYIKNPRIVLLDSSLEYKKGESQTDIEITREEDFTRILQMEEEYIQQLCEDIIQLKPDVVITEKGISDLA.... Result: 1 (interaction). (2) The miRNA is hsa-miR-4697-5p with sequence AGGGGGCGCAGUCACUGACGUG. The protein sequence of the target gene is MGNTSSERAALERQAGHKTPRRDSSGGAKDGDRPKILMDSPEDADIFHSEEIKAPEKEEFLAWQHDLEANDKAPAQARPTVFRWTGGGKEVYLSGSFNNWSKLPLTRSQNNFVAILDLPEGEHQYKFFVDGQWTHDPSEPIVTSQLGTVNNIIQVKKTDFEVFDALMVDSQKCSDVSELSSSPPGPYHQEPYMSKPEERFKAPPILPPHLLQVILNKDTGISCDPALLPEPNHVMLNHLYALSIKDGVMVLSATHRYKKKYVTTLLYKPI. Result: 0 (no interaction). (3) The miRNA is mmu-miR-466b-3p with sequence AUACAUACACGCACACAUAAGA. The protein sequence of the target gene is MGTSARWALWLLLALCWAPRDSGATASGKKAKCDSSQFQCTNGRCITLLWKCDGDEDCADGSDEKNCVKKTCAESDFVCKNGQCVPNRWQCDGDPDCEDGSDESPEQCHMRTCRINEISCGARSTQCIPVSWRCDGENDCDNGEDEENCGNITCSADEFTCSSGRCVSRNFVCNGQDDCDDGSDELDCAPPTCGAHEFQCSTSSCIPLSWVCDDDADCSDQSDESLEQCGRQPVIHTKCPTSEIQCGSGECIHKKWRCDGDPDCKDGSDEVNCPSRTCRPDQFECEDGSCIHGSRQCNGI.... Result: 0 (no interaction). (4) The miRNA is hsa-miR-548w with sequence AAAAGUAACUGCGGUUUUUGCCU. The protein sequence of the target gene is MPGRHVSRVRALYKRVLQLHRVLPPDLKSLGDQYVKDEFRRHKTVGSDEAQRFLQEWEVYATALLQQANENRQNSTGKACFGTFLPEEKLNDFRDEQIGQLQELMQEATKPNRQFSISESMKPKF. Result: 0 (no interaction).